This data is from Full USPTO retrosynthesis dataset with 1.9M reactions from patents (1976-2016). The task is: Predict the reactants needed to synthesize the given product. (1) Given the product [C:8]([C:5]1[CH:6]=[CH:7][C:2]([O:1][S:17]([C:16]([F:29])([F:28])[F:15])(=[O:19])=[O:18])=[C:3]([CH2:12][CH2:13][CH3:14])[CH:4]=1)(=[O:11])[CH2:9][CH3:10], predict the reactants needed to synthesize it. The reactants are: [OH:1][C:2]1[CH:7]=[CH:6][C:5]([C:8](=[O:11])[CH2:9][CH3:10])=[CH:4][C:3]=1[CH2:12][CH2:13][CH3:14].[F:15][C:16]([F:29])([F:28])[S:17](O[S:17]([C:16]([F:29])([F:28])[F:15])(=[O:19])=[O:18])(=[O:19])=[O:18]. (2) Given the product [CH3:1][S:2]([C:5]1[CH:6]=[C:7]([NH:11][C:22]([NH:47][C:43]2[CH:44]=[CH:45][CH:46]=[C:41]([B:36]3[O:35][C:34]([CH3:48])([CH3:33])[C:38]([CH3:39])([CH3:40])[O:37]3)[CH:42]=2)=[O:24])[CH:8]=[CH:9][CH:10]=1)(=[O:3])=[O:4], predict the reactants needed to synthesize it. The reactants are: [CH3:1][S:2]([C:5]1[CH:6]=[C:7]([NH2:11])[CH:8]=[CH:9][CH:10]=1)(=[O:4])=[O:3].C(N(C(C)C)CC)(C)C.Cl[C:22](Cl)([O:24]C(=O)OC(Cl)(Cl)Cl)Cl.[CH3:33][C:34]1([CH3:48])[C:38]([CH3:40])([CH3:39])[O:37][B:36]([C:41]2[CH:42]=[C:43]([NH2:47])[CH:44]=[CH:45][CH:46]=2)[O:35]1. (3) The reactants are: [CH3:1][C:2]1([CH3:23])[C:11]2[C:6](=[CH:7][C:8](OS(C(F)(F)F)(=O)=O)=[C:9]([CH3:12])[CH:10]=2)[C:5]([CH3:22])([CH3:21])[CH2:4][O:3]1.CCN(CC)CC.C(O)=O.O. Given the product [CH3:1][C:2]1([CH3:23])[C:11]2[C:6](=[CH:7][CH:8]=[C:9]([CH3:12])[CH:10]=2)[C:5]([CH3:22])([CH3:21])[CH2:4][O:3]1, predict the reactants needed to synthesize it. (4) Given the product [CH2:36]([O:43][CH2:44][CH:45]=[CH:8][C@H:7]([NH:6][C:4](=[O:5])[C:3]([F:30])([F:29])[F:2])[CH3:28])[C:37]1[CH:38]=[CH:39][CH:40]=[CH:41][CH:42]=1, predict the reactants needed to synthesize it. The reactants are: [I-].[F:2][C:3]([F:30])([F:29])[C:4]([NH:6][C@H:7]([CH3:28])[CH2:8][P+](C1C=CC=CC=1)(C1C=CC=CC=1)C1C=CC=CC=1)=[O:5].C([Li])CCC.[CH2:36]([O:43][CH2:44][CH:45]=O)[C:37]1[CH:42]=[CH:41][CH:40]=[CH:39][CH:38]=1.[Cl-].[NH4+]. (5) Given the product [C:1]1([C:7]2[CH:8]=[C:9]([C:22]([NH2:24])=[O:23])[C:10]3[CH:11]=[N:12][N:13]([CH:16]4[CH2:21][CH2:20][CH2:19][N:18]([C:32](=[O:35])[CH2:33][CH3:34])[CH2:17]4)[C:14]=3[CH:15]=2)[CH:2]=[CH:3][CH:4]=[CH:5][CH:6]=1, predict the reactants needed to synthesize it. The reactants are: [C:1]1([C:7]2[CH:8]=[C:9]([C:22]([NH2:24])=[O:23])[C:10]3[CH:11]=[N:12][N:13]([CH:16]4[CH2:21][CH2:20][CH2:19][NH:18][CH2:17]4)[C:14]=3[CH:15]=2)[CH:6]=[CH:5][CH:4]=[CH:3][CH:2]=1.C(N(CC)CC)C.[C:32](Cl)(=[O:35])[CH2:33][CH3:34]. (6) Given the product [Cl:16][C:14]1[N:15]=[C:11]([C:3]2[CH:2]=[N:1][CH:6]=[CH:5][CH:4]=2)[S:12][CH:13]=1, predict the reactants needed to synthesize it. The reactants are: [N:1]1[CH:6]=[CH:5][CH:4]=[C:3](B(O)O)[CH:2]=1.Cl[C:11]1[S:12][CH:13]=[C:14]([Cl:16])[N:15]=1.C(O)C.C([O-])([O-])=O.[K+].[K+]. (7) The reactants are: [C:1]([C:3]1[C:4]([O:13][CH:14](C)[C:15](F)(F)F)=[N:5][CH:6]=[C:7]([CH:12]=1)[C:8]([O:10]C)=[O:9])#[N:2].[OH-].[Na+]. Given the product [C:1]([C:3]1[C:4]([O:13][CH2:14][CH3:15])=[N:5][CH:6]=[C:7]([CH:12]=1)[C:8]([OH:10])=[O:9])#[N:2], predict the reactants needed to synthesize it. (8) Given the product [CH3:9][C:8]([C:11]1[CH:12]=[CH:13][C:14]([O:17][CH2:31][CH:29]=[CH2:28])=[CH:15][CH:16]=1)([C:5]1[CH:4]=[CH:3][C:2]([O:1][CH2:18][CH:19]=[CH2:20])=[CH:7][CH:6]=1)[CH3:10], predict the reactants needed to synthesize it. The reactants are: [OH:1][C:2]1[CH:7]=[CH:6][C:5]([C:8]([C:11]2[CH:16]=[CH:15][C:14]([OH:17])=[CH:13][CH:12]=2)([CH3:10])[CH3:9])=[CH:4][CH:3]=1.[CH2:18](Br)[CH:19]=[CH2:20].C([O-])([O-])=O.[K+].[K+].[CH3:28][C:29]([CH3:31])=O. (9) Given the product [Cl:1][C:2]1[CH:3]=[C:4]([CH2:5][N:31]([CH2:14][C:13]2[NH:42][CH:9]=[CH:10][N:11]=2)[CH2:30][C:26]2[N:25]([CH3:24])[CH:29]=[CH:28][N:27]=2)[CH:7]=[CH:8][C:9]=1[CH2:10][N:11]([CH3:12])[CH2:13][CH2:14][CH2:15][CH2:16][N:17]([CH2:21][CH2:22][CH3:23])[CH2:18][CH2:19][CH3:20], predict the reactants needed to synthesize it. The reactants are: [Cl:1][C:2]1[CH:3]=[C:4]([CH:7]=[CH:8][C:9]=1[CH2:10][N:11]([CH2:13][CH2:14][CH2:15][CH2:16][N:17]([CH2:21][CH2:22][CH3:23])[CH2:18][CH2:19][CH3:20])[CH3:12])[CH:5]=O.[CH3:24][N:25]1[CH:29]=[CH:28][N:27]=[C:26]1[CH2:30][NH2:31].C(OC)(OC)OC.[BH4-].[Na+].[Cl-].[NH4+:42].